The task is: Predict the reactants needed to synthesize the given product.. This data is from Full USPTO retrosynthesis dataset with 1.9M reactions from patents (1976-2016). Given the product [CH:1]1[C:13]2[CH:12]([CH2:14][O:15][C:16]([NH:18][C:19]([CH3:44])([C:21]([NH:23][C@H:24]([C:28]([N:30]([C@@H:32]([C@@H:40]([CH3:43])[CH2:41][CH3:42])[C@H:33]([O:38][CH3:39])[CH2:34][C:35]([N:67]3[CH2:68][CH2:69][CH2:70][C@H:66]3[C@H:48]([O:47][CH3:46])[C@@H:49]([CH3:65])[C:50]([NH:52][C@@H:53]([CH2:54][C:55]3[CH:56]=[CH:57][CH:58]=[CH:59][CH:60]=3)[C:61]([O:63][CH3:64])=[O:62])=[S:51])=[O:36])[CH3:31])=[O:29])[CH:25]([CH3:27])[CH3:26])=[O:22])[CH3:20])=[O:17])[C:11]3[C:6](=[CH:7][CH:8]=[CH:9][CH:10]=3)[C:5]=2[CH:4]=[CH:3][CH:2]=1, predict the reactants needed to synthesize it. The reactants are: [CH:1]1[C:13]2[CH:12]([CH2:14][O:15][C:16]([NH:18][C:19]([CH3:44])([C:21]([NH:23][C@H:24]([C:28]([N:30]([C@@H:32]([C@@H:40]([CH3:43])[CH2:41][CH3:42])[C@H:33]([O:38][CH3:39])[CH2:34][C:35](O)=[O:36])[CH3:31])=[O:29])[CH:25]([CH3:27])[CH3:26])=[O:22])[CH3:20])=[O:17])[C:11]3[C:6](=[CH:7][CH:8]=[CH:9][CH:10]=3)[C:5]=2[CH:4]=[CH:3][CH:2]=1.Cl.[CH3:46][O:47][C@@H:48]([C@@H:66]1[CH2:70][CH2:69][CH2:68][NH:67]1)[C@@H:49]([CH3:65])[C:50]([NH:52][C@H:53]([C:61]([O:63][CH3:64])=[O:62])[CH2:54][C:55]1[CH:60]=[CH:59][CH:58]=[CH:57][CH:56]=1)=[S:51].CN(C(ON1N=NC2C=CC=NC1=2)=[N+](C)C)C.F[P-](F)(F)(F)(F)F.C(N(C(C)C)CC)(C)C.